Task: Predict the reactants needed to synthesize the given product.. Dataset: Full USPTO retrosynthesis dataset with 1.9M reactions from patents (1976-2016) (1) Given the product [F:23][C:2]([F:1])([F:22])[CH:3]([C:5]1[C:14]2[O:13][CH2:12][CH2:11][NH:10][CH2:9][C:8]=2[S:7][CH:6]=1)[CH3:4], predict the reactants needed to synthesize it. The reactants are: [F:1][C:2]([F:23])([F:22])[CH:3]([C:5]1[C:14]2[O:13][CH2:12][CH2:11][N:10](C(OC(C)(C)C)=O)[CH2:9][C:8]=2[S:7][CH:6]=1)[CH3:4].C(OCC)(=O)C.Cl. (2) Given the product [OH:1][C:2]1[CH:3]=[C:4]([CH2:10][C:11]([O:13][CH3:19])=[O:12])[CH:5]=[CH:6][C:7]=1[O:8][CH3:9], predict the reactants needed to synthesize it. The reactants are: [OH:1][C:2]1[CH:3]=[C:4]([CH2:10][C:11]([OH:13])=[O:12])[CH:5]=[CH:6][C:7]=1[O:8][CH3:9].OS(O)(=O)=O.[CH3:19]O. (3) Given the product [CH3:1][C:2]1[CH:7]=[CH:6][C:5]([S:8]([O:11][CH2:12][CH:13]2[CH2:17][C:16]3[CH:18]=[C:19]([F:23])[CH:20]=[C:21]([C:24]4[CH:29]=[CH:28][CH:27]=[CH:26][CH:25]=4)[C:15]=3[O:14]2)(=[O:10])=[O:9])=[CH:4][CH:3]=1, predict the reactants needed to synthesize it. The reactants are: [CH3:1][C:2]1[CH:7]=[CH:6][C:5]([S:8]([O:11][CH2:12][CH:13]2[CH2:17][C:16]3[CH:18]=[C:19]([F:23])[CH:20]=[C:21](Br)[C:15]=3[O:14]2)(=[O:10])=[O:9])=[CH:4][CH:3]=1.[C:24]1(B(O)O)[CH:29]=[CH:28][CH:27]=[CH:26][CH:25]=1.C(=O)([O-])[O-].[K+].[K+].CC1C=CC(S(OCC2CC3C(C4C=CC=CC=4)=CC=CC=3O2)(=O)=O)=CC=1. (4) Given the product [NH2:1][C:2]1[C:7]([O:8][CH2:9][CH:10]2[CH2:11][CH2:12][N:13]([C:16]([O:18][C:19]([CH3:22])([CH3:21])[CH3:20])=[O:17])[CH2:14][CH2:15]2)=[CH:6][C:5]([C:33]2[N:34]=[CH:35][N:36]([CH3:38])[CH:37]=2)=[CH:4][N:3]=1, predict the reactants needed to synthesize it. The reactants are: [NH2:1][C:2]1[C:7]([O:8][CH2:9][CH:10]2[CH2:15][CH2:14][N:13]([C:16]([O:18][C:19]([CH3:22])([CH3:21])[CH3:20])=[O:17])[CH2:12][CH2:11]2)=[CH:6][C:5](B2OC(C)(C)C(C)(C)O2)=[CH:4][N:3]=1.Br[C:33]1[N:34]=[CH:35][N:36]([CH3:38])[CH:37]=1.C([O-])([O-])=O.[Cs+].[Cs+]. (5) Given the product [CH:30]([O:29][C:27]([N:16]1[CH2:17][CH:14]([O:13][C@@H:11]([C:10]([O:9][CH3:8])=[O:18])[CH3:12])[CH2:15]1)=[O:28])([CH3:32])[CH3:31], predict the reactants needed to synthesize it. The reactants are: FC(F)(F)C(O)=O.[CH3:8][O:9][C:10](=[O:18])[C@H:11]([O:13][CH:14]1[CH2:17][NH:16][CH2:15]1)[CH3:12].C(N(CC)CC)C.Cl[C:27]([O:29][CH:30]([CH3:32])[CH3:31])=[O:28]. (6) The reactants are: [C:1](N1C=CN=C1)(N1C=CN=C1)=[O:2].S(O)(O)(=O)=O.[NH2:18][C:19]1[NH:20][CH:21]=[CH:22][N:23]=1.CCN(C(C)C)C(C)C.[CH3:33][C:34]1[C:35]([CH2:41][N:42]([CH2:49][C:50]2[C:55]([CH:56]([CH3:58])[CH3:57])=[CH:54][CH:53]=[CH:52][N:51]=2)[CH:43]2[CH2:48][CH2:47][NH:46][CH2:45][CH2:44]2)=[N:36][CH:37]=[C:38]([CH3:40])[CH:39]=1. Given the product [NH:20]1[CH:21]=[CH:22][N:23]=[C:19]1[NH:18][C:1]([N:46]1[CH2:47][CH2:48][CH:43]([N:42]([CH2:41][C:35]2[C:34]([CH3:33])=[CH:39][C:38]([CH3:40])=[CH:37][N:36]=2)[CH2:49][C:50]2[C:55]([CH:56]([CH3:58])[CH3:57])=[CH:54][CH:53]=[CH:52][N:51]=2)[CH2:44][CH2:45]1)=[O:2], predict the reactants needed to synthesize it. (7) Given the product [ClH:7].[NH2:14][C@@H:15]([CH2:16][OH:17])[C:18]([NH:19][CH2:20][CH2:21][N:22]1[C:31]2[C:26](=[C:27]([F:36])[CH:28]=[CH:29][C:30]=2[O:32][CH2:33][CH2:34][CH3:35])[C:25](=[O:37])[C:24]([C:38]2[CH:39]=[CH:40][C:41]([O:44][CH3:45])=[CH:42][CH:43]=2)=[CH:23]1)=[O:46], predict the reactants needed to synthesize it. The reactants are: C(OC(=O)C)C.[ClH:7].C(OC(=O)[NH:14][C@H:15]([C:18](=[O:46])[NH:19][CH2:20][CH2:21][N:22]1[C:31]2[C:26](=[C:27]([F:36])[CH:28]=[CH:29][C:30]=2[O:32][CH2:33][CH2:34][CH3:35])[C:25](=[O:37])[C:24]([C:38]2[CH:43]=[CH:42][C:41]([O:44][CH3:45])=[CH:40][CH:39]=2)=[CH:23]1)[CH2:16][OH:17])(C)(C)C.